From a dataset of Peptide-MHC class II binding affinity with 134,281 pairs from IEDB. Regression. Given a peptide amino acid sequence and an MHC pseudo amino acid sequence, predict their binding affinity value. This is MHC class II binding data. (1) The peptide sequence is KYMVIQGEPGAVIRG. The MHC is DRB1_1602 with pseudo-sequence DRB1_1602. The binding affinity (normalized) is 0.619. (2) The peptide sequence is NYLALLVKYVNGDGD. The MHC is DRB3_0202 with pseudo-sequence DRB3_0202. The binding affinity (normalized) is 0.0664. (3) The peptide sequence is ATKVAATAANAAPAN. The MHC is DRB1_0802 with pseudo-sequence DRB1_0802. The binding affinity (normalized) is 0.401. (4) The peptide sequence is KAIKESTGGAYDTYK. The MHC is HLA-DQA10201-DQB10202 with pseudo-sequence HLA-DQA10201-DQB10202. The binding affinity (normalized) is 0.124. (5) The peptide sequence is AFILDGDNLFPQV. The MHC is DRB3_0101 with pseudo-sequence DRB3_0101. The binding affinity (normalized) is 0.802. (6) The peptide sequence is TPGQCNMVVERLGDY. The MHC is DRB4_0101 with pseudo-sequence DRB4_0103. The binding affinity (normalized) is 0.615. (7) The peptide sequence is TRKYLPAIVREAIKR. The MHC is DRB1_0401 with pseudo-sequence DRB1_0401. The binding affinity (normalized) is 0.712. (8) The peptide sequence is IQSIPFVHLGHRDNI. The MHC is HLA-DQA10301-DQB10302 with pseudo-sequence HLA-DQA10301-DQB10302. The binding affinity (normalized) is 0.0560. (9) The peptide sequence is GELQIVDKIDAAFLI. The MHC is DRB1_1501 with pseudo-sequence DRB1_1501. The binding affinity (normalized) is 0.545. (10) The peptide sequence is FTVNQTSRLLMRRMR. The MHC is DRB4_0103 with pseudo-sequence DRB4_0103. The binding affinity (normalized) is 0.898.